Dataset: Catalyst prediction with 721,799 reactions and 888 catalyst types from USPTO. Task: Predict which catalyst facilitates the given reaction. (1) Reactant: F[C:2]1[CH:3]=[C:4]([N+:9]([O-:11])=[O:10])[CH:5]=[C:6](F)[CH:7]=1.[OH:12][CH:13]1[CH2:18][CH2:17][NH:16][CH2:15][CH2:14]1.[NH:19]1[CH2:24][CH2:23][O:22][CH2:21][CH2:20]1. Product: [N:19]1([C:2]2[CH:7]=[C:6]([N:16]3[CH2:17][CH2:18][CH:13]([OH:12])[CH2:14][CH2:15]3)[CH:5]=[C:4]([N+:9]([O-:11])=[O:10])[CH:3]=2)[CH2:24][CH2:23][O:22][CH2:21][CH2:20]1. The catalyst class is: 16. (2) Reactant: [CH3:1][N:2]([CH2:23][CH:24]1[CH2:28][CH2:27][NH:26][CH2:25]1)[S:3]([N:6]1[C:11]2([CH2:13][CH2:12]2)[CH2:10][N:9]([C:14]2[C:15]3[CH:22]=[CH:21][NH:20][C:16]=3[N:17]=[CH:18][N:19]=2)[CH2:8][CH2:7]1)(=[O:5])=[O:4].CCN(C(C)C)C(C)C.[OH:38][CH2:39][CH2:40][C:41](O)=[O:42].C1CN([P+](Br)(N2CCCC2)N2CCCC2)CC1.F[P-](F)(F)(F)(F)F. Product: [OH:42][CH2:41][CH2:40][C:39]([N:26]1[CH2:27][CH2:28][CH:24]([CH2:23][N:2]([CH3:1])[S:3]([N:6]2[C:11]3([CH2:13][CH2:12]3)[CH2:10][N:9]([C:14]3[C:15]4[CH:22]=[CH:21][NH:20][C:16]=4[N:17]=[CH:18][N:19]=3)[CH2:8][CH2:7]2)(=[O:4])=[O:5])[CH2:25]1)=[O:38]. The catalyst class is: 16. (3) Reactant: [Cl:1][C:2]1[C:7]([F:8])=[CH:6][CH:5]=[C:4]([Cl:9])[C:3]=1[C@@H:10]([OH:12])[CH3:11].C(N(CC)CC)C.[CH3:20][S:21](Cl)(=[O:23])=[O:22]. Product: [CH3:20][S:21]([O:12][C@H:10]([C:3]1[C:4]([Cl:9])=[CH:5][CH:6]=[C:7]([F:8])[C:2]=1[Cl:1])[CH3:11])(=[O:23])=[O:22]. The catalyst class is: 93. (4) Reactant: [F:1][C:2]1[CH:7]=[CH:6][CH:5]=[CH:4][C:3]=1[N:8]1[C:12]([C:13]2[N:14]=[CH:15][N:16]([C:18]3[CH:26]=[CH:25][C:21]([C:22](O)=[O:23])=[CH:20][N:19]=3)[CH:17]=2)=[C:11]([CH3:27])[N:10]=[N:9]1.CN(C(O[N:36]1N=N[C:38]2C=CC=[CH:42][C:37]1=2)=[N+](C)C)C.[B-](F)(F)(F)F.CCN(C(C)C)C(C)C.C(N)(C)C. The catalyst class is: 3. Product: [F:1][C:2]1[CH:7]=[CH:6][CH:5]=[CH:4][C:3]=1[N:8]1[C:12]([C:13]2[N:14]=[CH:15][N:16]([C:18]3[CH:26]=[CH:25][C:21]([C:22]([NH:36][CH:37]([CH3:42])[CH3:38])=[O:23])=[CH:20][N:19]=3)[CH:17]=2)=[C:11]([CH3:27])[N:10]=[N:9]1. (5) Reactant: [OH:1][CH2:2][C@H:3]1[CH2:7][CH2:6][CH2:5][N:4]1[CH2:8][CH2:9][C:10]1[NH:11][C:12](=[O:21])[C:13]2[C:18]([CH:19]=1)=[C:17]([CH3:20])[CH:16]=[CH:15][CH:14]=2.[P:22](=[O:26])([OH:25])([OH:24])[OH:23]. Product: [P:22]([OH:26])([OH:25])([OH:24])=[O:23].[OH:1][CH2:2][C@H:3]1[CH2:7][CH2:6][CH2:5][N:4]1[CH2:8][CH2:9][C:10]1[NH:11][C:12](=[O:21])[C:13]2[C:18]([CH:19]=1)=[C:17]([CH3:20])[CH:16]=[CH:15][CH:14]=2. The catalyst class is: 8.